Task: Regression. Given two drug SMILES strings and cell line genomic features, predict the synergy score measuring deviation from expected non-interaction effect.. Dataset: NCI-60 drug combinations with 297,098 pairs across 59 cell lines (1) Drug 1: C1CN(CCN1C(=O)CCBr)C(=O)CCBr. Drug 2: C1C(C(OC1N2C=NC(=NC2=O)N)CO)O. Cell line: NCI-H460. Synergy scores: CSS=35.7, Synergy_ZIP=1.63, Synergy_Bliss=2.73, Synergy_Loewe=4.38, Synergy_HSA=4.50. (2) Drug 1: CC12CCC3C(C1CCC2O)C(CC4=C3C=CC(=C4)O)CCCCCCCCCS(=O)CCCC(C(F)(F)F)(F)F. Drug 2: CN(C(=O)NC(C=O)C(C(C(CO)O)O)O)N=O. Cell line: OVCAR-5. Synergy scores: CSS=-1.17, Synergy_ZIP=1.49, Synergy_Bliss=-2.45, Synergy_Loewe=-3.24, Synergy_HSA=-4.43.